Dataset: NCI-60 drug combinations with 297,098 pairs across 59 cell lines. Task: Regression. Given two drug SMILES strings and cell line genomic features, predict the synergy score measuring deviation from expected non-interaction effect. Drug 1: CC1=C2C(C(=O)C3(C(CC4C(C3C(C(C2(C)C)(CC1OC(=O)C(C(C5=CC=CC=C5)NC(=O)OC(C)(C)C)O)O)OC(=O)C6=CC=CC=C6)(CO4)OC(=O)C)O)C)O. Drug 2: CCC1(C2=C(COC1=O)C(=O)N3CC4=CC5=C(C=CC(=C5CN(C)C)O)N=C4C3=C2)O.Cl. Cell line: NCI-H460. Synergy scores: CSS=83.0, Synergy_ZIP=-4.55, Synergy_Bliss=-8.61, Synergy_Loewe=-5.23, Synergy_HSA=-4.81.